Dataset: Forward reaction prediction with 1.9M reactions from USPTO patents (1976-2016). Task: Predict the product of the given reaction. Given the reactants [CH3:1][C:2]1[CH:7]=[CH:6][CH:5]=[C:4]([C:8]([F:11])([F:10])[F:9])[N+:3]=1[O-:12].[N+:13]([O-])([OH:15])=[O:14], predict the reaction product. The product is: [CH3:1][C:2]1[CH:7]=[C:6]([N+:13]([O-:15])=[O:14])[CH:5]=[C:4]([C:8]([F:9])([F:11])[F:10])[N+:3]=1[O-:12].